From a dataset of Forward reaction prediction with 1.9M reactions from USPTO patents (1976-2016). Predict the product of the given reaction. (1) Given the reactants [OH:1][C:2]1[CH:9]=[CH:8][C:7]([O:10][C:11]([F:14])([F:13])[F:12])=[CH:6][C:3]=1[CH:4]=[O:5].[I:15]N1C(=O)CCC1=O, predict the reaction product. The product is: [OH:1][C:2]1[C:9]([I:15])=[CH:8][C:7]([O:10][C:11]([F:12])([F:13])[F:14])=[CH:6][C:3]=1[CH:4]=[O:5]. (2) Given the reactants Cl[C:2]1[CH:3]=[C:4]([C:10]#[C:11][C:12]2[CH:22]=[CH:21][C:15]([C:16]([O:18][CH2:19][CH3:20])=[O:17])=[CH:14][CH:13]=2)[CH:5]=[N:6][C:7]=1[C:8]#[N:9].[CH3:23][C:24]1[CH:25]=[CH:26][C:27](B2OC(C)(C)C(C)(C)O2)=[C:28]([NH:30]C(=O)OC(C)(C)C)[CH:29]=1.C(=O)([O-])[O-].[K+].[K+], predict the reaction product. The product is: [NH2:9][C:8]1[C:7]2[N:6]=[CH:5][C:4]([C:10]#[C:11][C:12]3[CH:22]=[CH:21][C:15]([C:16]([O:18][CH2:19][CH3:20])=[O:17])=[CH:14][CH:13]=3)=[CH:3][C:2]=2[C:27]2[CH:26]=[CH:25][C:24]([CH3:23])=[CH:29][C:28]=2[N:30]=1.